From a dataset of Full USPTO retrosynthesis dataset with 1.9M reactions from patents (1976-2016). Predict the reactants needed to synthesize the given product. (1) Given the product [CH3:13][N:14]([CH3:16])[CH:15]=[CH:1][C:2]([C:4]1[CH:5]=[CH:6][CH:7]=[C:8]([OH:10])[CH:9]=1)=[O:3], predict the reactants needed to synthesize it. The reactants are: [CH3:1][C:2]([C:4]1[CH:5]=[CH:6][CH:7]=[C:8]([OH:10])[CH:9]=1)=[O:3].CO[CH:13](OC)[N:14]([CH3:16])[CH3:15]. (2) Given the product [N:10]1[NH:11][N:12]=[N:13][C:9]=1[C:3]1[C:4]2[CH2:8][CH2:7][CH2:6][C:5]=2[NH:1][N:2]=1, predict the reactants needed to synthesize it. The reactants are: [NH:1]1[C:5]2[CH2:6][CH2:7][CH2:8][C:4]=2[C:3]([C:9]#[N:10])=[N:2]1.[N-:11]=[N+:12]=[N-:13].[Na+]. (3) Given the product [CH:18]1([CH:1]([OH:2])[C:3]2[C:7]([C:8]([F:11])([F:10])[F:9])=[C:6]([C:12]([O:14][CH2:15][CH3:16])=[O:13])[N:5]([CH3:17])[N:4]=2)[CH2:20][CH2:19]1, predict the reactants needed to synthesize it. The reactants are: [CH:1]([C:3]1[C:7]([C:8]([F:11])([F:10])[F:9])=[C:6]([C:12]([O:14][CH2:15][CH3:16])=[O:13])[N:5]([CH3:17])[N:4]=1)=[O:2].[CH:18]1([Mg]Br)[CH2:20][CH2:19]1.[Cl-].[NH4+]. (4) Given the product [O:19]=[S:11]1(=[O:20])[C:12]2[CH:18]=[CH:17][CH:16]=[CH:15][C:13]=2[NH:14][C:9]([C:6]2[C:7](=[O:8])[N:2]([N:1]=[CH:25][C:26]3[CH:27]=[N:28][CH:29]=[CH:30][CH:31]=3)[C:3]3[CH:24]=[CH:23][S:22][C:4]=3[C:5]=2[OH:21])=[N:10]1, predict the reactants needed to synthesize it. The reactants are: [NH2:1][N:2]1[C:7](=[O:8])[C:6]([C:9]2[NH:14][C:13]3[CH:15]=[CH:16][CH:17]=[CH:18][C:12]=3[S:11](=[O:20])(=[O:19])[N:10]=2)=[C:5]([OH:21])[C:4]2[S:22][CH:23]=[CH:24][C:3]1=2.[CH:25](=O)[C:26]1[CH:31]=[CH:30][CH:29]=[N:28][CH:27]=1.